Predict the reaction yield, written as a fraction of the theoretical maximum amount of product (1.0 means a 100% yield; for example, 0.34 means a 34% yield). From a dataset of Reaction yield outcomes from USPTO patents with 853,638 reactions. (1) The reactants are C([N:8]1[C:16]2[C:11](=[CH:12][CH:13]=[CH:14][CH:15]=2)[C:10]([C:17]2[NH:21][N:20]=[C:19]([NH:22][C:23]3[CH:28]=[CH:27][CH:26]=[CH:25][CH:24]=3)[CH:18]=2)=[CH:9]1)(OC(C)(C)C)=O. The catalyst is C(O)(C(F)(F)F)=O.C(Cl)Cl. The product is [NH:8]1[C:16]2[C:11](=[CH:12][CH:13]=[CH:14][CH:15]=2)[C:10]([C:17]2[NH:21][N:20]=[C:19]([NH:22][C:23]3[CH:28]=[CH:27][CH:26]=[CH:25][CH:24]=3)[CH:18]=2)=[CH:9]1. The yield is 0.750. (2) The yield is 0.380. The product is [Cl:9][C:10]1[C:30]([Cl:31])=[CH:29][CH:28]=[CH:27][C:11]=1[CH2:12][N:13]1[C:18]2[N:19]=[C:20]([N:5]3[CH2:6][CH2:7][O:8][CH:3]([CH3:2])[CH2:4]3)[S:21][C:17]=2[C:16](=[O:26])[N:15]=[CH:14]1. The catalyst is C(N(CC)CC)C.CN(C=O)C.O. The reactants are Cl.[CH3:2][CH:3]1[O:8][CH2:7][CH2:6][NH:5][CH2:4]1.[Cl:9][C:10]1[C:30]([Cl:31])=[CH:29][CH:28]=[CH:27][C:11]=1[CH2:12][N:13]1[C:18]2[N:19]=[C:20](S(C)(=O)=O)[S:21][C:17]=2[C:16](=[O:26])[N:15]=[CH:14]1. (3) The reactants are [F:1][C:2]1[CH:3]=[C:4]([CH:7]=[CH:8][C:9]=1[CH3:10])[CH:5]=O.Cl.[O:12]([NH2:14])[CH3:13]. No catalyst specified. The product is [CH3:13][O:12][N:14]=[CH:5][C:4]1[CH:7]=[CH:8][C:9]([CH3:10])=[C:2]([F:1])[CH:3]=1. The yield is 0.940. (4) The product is [F:20][C:18]([F:21])([F:19])[C:17]([N:9]1[CH2:10][CH:11]2[CH2:16][CH:7]([C:6]3[CH:5]=[C:4]([C:1](=[N:24][OH:25])[CH3:2])[C:14]([OH:15])=[CH:13][C:12]=32)[CH2:8]1)=[O:22]. The catalyst is CO.O. The yield is 0.930. The reactants are [C:1]([C:4]1[C:14]([OH:15])=[CH:13][C:12]2[CH:11]3[CH2:16][CH:7]([CH2:8][N:9]([C:17](=[O:22])[C:18]([F:21])([F:20])[F:19])[CH2:10]3)[C:6]=2[CH:5]=1)(=O)[CH3:2].Cl.[NH2:24][OH:25].CC([O-])=O.[Na+]. (5) The reactants are [F:1][C:2]1[CH:3]=[C:4]2[C:8](=[CH:9][CH:10]=1)[N:7]([CH2:11][C@H:12]1[CH2:21][N:16]3[CH2:17][CH2:18][NH:19][CH2:20][C@@H:15]3[CH2:14][CH2:13]1)[CH:6]=[CH:5]2.Cl[C:23]1[N:28]=[CH:27][C:26]([F:29])=[CH:25][N:24]=1.C(=O)([O-])[O-].[Na+].[Na+]. The catalyst is O. The product is [F:1][C:2]1[CH:3]=[C:4]2[C:8](=[CH:9][CH:10]=1)[N:7]([CH2:11][C@H:12]1[CH2:21][N:16]3[CH2:17][CH2:18][N:19]([C:23]4[N:28]=[CH:27][C:26]([F:29])=[CH:25][N:24]=4)[CH2:20][C@@H:15]3[CH2:14][CH2:13]1)[CH:6]=[CH:5]2. The yield is 0.400. (6) The reactants are [Br:1][C:2]1[CH:3]=[C:4]2[C:10]([I:11])=[N:9][NH:8][C:5]2=[N:6][CH:7]=1.[H-].[Na+].[C:14]([O:20][CH2:21]Cl)(=[O:19])[C:15]([CH3:18])([CH3:17])[CH3:16]. The catalyst is CN(C)C=O. The product is [Br:1][C:2]1[CH:3]=[C:4]2[C:10]([I:11])=[N:9][N:8]([CH2:21][O:20][C:14](=[O:19])[C:15]([CH3:18])([CH3:17])[CH3:16])[C:5]2=[N:6][CH:7]=1. The yield is 0.690. (7) The reactants are [N:1]1[CH:6]=[CH:5][CH:4]=[C:3]([NH:7][C:8]([N:10]2[CH2:13][CH:12]([O:14][C:15]3[CH:20]=[CH:19][C:18](I)=[CH:17][N:16]=3)[CH2:11]2)=[O:9])[N:2]=1.[CH2:22]([O:29][CH2:30][CH2:31][O:32][C:33]1[CH:34]=[C:35](B2OC(C)(C)C(C)(C)O2)[CH:36]=[CH:37][CH:38]=1)[C:23]1[CH:28]=[CH:27][CH:26]=[CH:25][CH:24]=1. No catalyst specified. The product is [N:1]1[CH:6]=[CH:5][CH:4]=[C:3]([NH:7][C:8]([N:10]2[CH2:13][CH:12]([O:14][C:15]3[CH:20]=[CH:19][C:18]([C:35]4[CH:36]=[CH:37][CH:38]=[C:33]([O:32][CH2:31][CH2:30][O:29][CH2:22][C:23]5[CH:28]=[CH:27][CH:26]=[CH:25][CH:24]=5)[CH:34]=4)=[CH:17][N:16]=3)[CH2:11]2)=[O:9])[N:2]=1. The yield is 0.280. (8) The reactants are [OH:1][C:2]1[CH:7]=[CH:6][C:5]([CH2:8][CH2:9][C:10]([OH:12])=O)=[CH:4][CH:3]=1.[F:13][C:14]1[CH:24]=[C:23]([F:25])[CH:22]=[CH:21][C:15]=1[CH2:16][NH:17][CH2:18][CH2:19][CH3:20].CN(C(ON1N=NC2C=CC=CC1=2)=[N+](C)C)C.[B-](F)(F)(F)F.CCN(C(C)C)C(C)C.C(=O)([O-])O.[Na+]. The catalyst is CN(C=O)C. The product is [F:13][C:14]1[CH:24]=[C:23]([F:25])[CH:22]=[CH:21][C:15]=1[CH2:16][N:17]([CH2:18][CH2:19][CH3:20])[C:10](=[O:12])[CH2:9][CH2:8][C:5]1[CH:4]=[CH:3][C:2]([OH:1])=[CH:7][CH:6]=1. The yield is 0.680. (9) The reactants are [O:1]=[C:2]([CH2:6][CH3:7])[C:3](O)=[O:4].C(Cl)(=O)C(Cl)=O.[CH:14]([C:17]1[CH:22]=[CH:21][C:20]([CH:23]2[C:27]3[C:28]([CH3:35])=[C:29]([NH2:34])[C:30]([CH3:33])=[C:31]([CH3:32])[C:26]=3[O:25][CH2:24]2)=[CH:19][CH:18]=1)([CH3:16])[CH3:15].C(N(CC)CC)C. The catalyst is C1COCC1.CN(C=O)C.O. The product is [CH:14]([C:17]1[CH:22]=[CH:21][C:20]([CH:23]2[C:27]3[C:28]([CH3:35])=[C:29]([NH:34][C:3](=[O:4])[C:2](=[O:1])[CH2:6][CH3:7])[C:30]([CH3:33])=[C:31]([CH3:32])[C:26]=3[O:25][CH2:24]2)=[CH:19][CH:18]=1)([CH3:16])[CH3:15]. The yield is 0.570.